Dataset: Full USPTO retrosynthesis dataset with 1.9M reactions from patents (1976-2016). Task: Predict the reactants needed to synthesize the given product. (1) Given the product [C:13]([O:15][C:16](=[O:17])[CH3:9])(=[O:14])[CH3:10].[N:33]1[CH:6]=[CH:1][CH:2]=[CH:3][C:4]=1[CH3:5], predict the reactants needed to synthesize it. The reactants are: [CH:1]1[C:6](C2C=C[C:10]3[C:13]([O:15][C:16](=[O:17])[C:9]=3C=2)=[O:14])=[CH:5][C:4]2C(OC(=O)[C:3]=2[CH:2]=1)=O.C(OC(=O)C)(=O)C.CC([N:33](C)C)=O. (2) Given the product [CH2:11]([O:18][CH2:19][CH2:20][CH2:21][CH2:22][CH2:23][C:5]1[CH:10]=[CH:9][CH:8]=[CH:7][CH:6]=1)[C:12]1[CH:17]=[CH:16][CH:15]=[CH:14][CH:13]=1, predict the reactants needed to synthesize it. The reactants are: [Mg].II.Br[C:5]1[CH:10]=[CH:9][CH:8]=[CH:7][CH:6]=1.[CH2:11]([O:18][CH2:19][CH2:20][CH2:21][CH2:22][CH2:23]Br)[C:12]1[CH:17]=[CH:16][CH:15]=[CH:14][CH:13]=1.Cl. (3) Given the product [ClH:16].[C:8]([CH2:9][CH2:14][N:7]([CH2:8][C:9]1[CH:10]=[N:11][CH:12]=[CH:13][CH:14]=1)[C:6](=[S:15])[SH:5])#[N:7], predict the reactants needed to synthesize it. The reactants are: C(CC[S:5][C:6](=[S:15])[NH:7][CH2:8][C:9]1[CH:10]=[N:11][CH:12]=[CH:13][CH:14]=1)#N.[ClH:16]. (4) Given the product [CH2:33]([N:16]1[CH2:15][CH2:14][N:13]([C:6]2[C:5]([CH3:19])=[C:4]([NH:20][C:21]3[CH:22]=[N:23][CH:24]=[C:25]([N:27]4[CH2:32][CH2:31][O:30][CH2:29][CH2:28]4)[CH:26]=3)[C:3]3[C:8](=[CH:9][C:10]([F:12])=[CH:11][C:2]=3[F:1])[N:7]=2)[CH2:18][CH2:17]1)[CH3:34], predict the reactants needed to synthesize it. The reactants are: [F:1][C:2]1[CH:11]=[C:10]([F:12])[CH:9]=[C:8]2[C:3]=1[C:4]([NH:20][C:21]1[CH:22]=[N:23][CH:24]=[C:25]([N:27]3[CH2:32][CH2:31][O:30][CH2:29][CH2:28]3)[CH:26]=1)=[C:5]([CH3:19])[C:6]([N:13]1[CH2:18][CH2:17][NH:16][CH2:15][CH2:14]1)=[N:7]2.[CH:33](=O)[CH3:34].C(O[BH-](OC(=O)C)OC(=O)C)(=O)C.[Na+].C([BH3-])#N.[Na+]. (5) Given the product [F:12][C:11]([F:13])([F:14])[CH:10]([C:6]1[CH:5]=[C:4]([CH:9]=[CH:8][CH:7]=1)[NH2:1])[O:15][CH3:16], predict the reactants needed to synthesize it. The reactants are: [N+:1]([C:4]1[CH:9]=[CH:8][CH:7]=[C:6]([CH:10]([O:15][CH3:16])[C:11]([F:14])([F:13])[F:12])[CH:5]=1)([O-])=O. (6) Given the product [C:1]([O:5][C:6](=[O:15])[NH:7][C:8]1[CH:13]=[CH:12][N:11]=[CH:10][C:9]=1[NH:14][CH2:16][CH3:17])([CH3:4])([CH3:2])[CH3:3], predict the reactants needed to synthesize it. The reactants are: [C:1]([O:5][C:6](=[O:15])[NH:7][C:8]1[CH:13]=[CH:12][N:11]=[CH:10][C:9]=1[NH2:14])([CH3:4])([CH3:3])[CH3:2].[CH:16](=O)[CH3:17].[BH4-].[Na+].C(O)(=O)CC(CC(O)=O)(C(O)=O)O.